This data is from Reaction yield outcomes from USPTO patents with 853,638 reactions. The task is: Predict the reaction yield, written as a fraction of the theoretical maximum amount of product (1.0 means a 100% yield; for example, 0.34 means a 34% yield). (1) The reactants are Br[C:2]1[CH:3]=[N:4][N:5]([CH3:23])[C:6]=1[CH2:7][N:8]1[CH2:12][CH:11]([C:13]2[CH:18]=[C:17]([F:19])[CH:16]=[C:15]([F:20])[C:14]=2[F:21])[CH2:10][C:9]1=[O:22]. The catalyst is CO.[Pd]. The product is [CH3:23][N:5]1[C:6]([CH2:7][N:8]2[CH2:12][CH:11]([C:13]3[CH:18]=[C:17]([F:19])[CH:16]=[C:15]([F:20])[C:14]=3[F:21])[CH2:10][C:9]2=[O:22])=[CH:2][CH:3]=[N:4]1. The yield is 0.580. (2) The reactants are [C:1](=O)([O-])[O-].[K+].[K+].[C:7]([O:11][C:12]([NH:14][C@H:15]1[CH2:20][CH2:19][C@H:18]([C:21]([OH:23])=[O:22])[CH2:17][CH2:16]1)=[O:13])([CH3:10])([CH3:9])[CH3:8].CI. The catalyst is CN(C)C=O. The product is [CH3:1][O:22][C:21]([C@H:18]1[CH2:17][CH2:16][C@H:15]([NH:14][C:12]([O:11][C:7]([CH3:10])([CH3:8])[CH3:9])=[O:13])[CH2:20][CH2:19]1)=[O:23]. The yield is 0.980.